From a dataset of Experimentally validated miRNA-target interactions with 360,000+ pairs, plus equal number of negative samples. Binary Classification. Given a miRNA mature sequence and a target amino acid sequence, predict their likelihood of interaction. (1) The protein sequence of the target gene is MAAVRVLVASRLAAASAFTSLSPGGRTPSQRAALHLSVPRPAARVALVLSGCGVYDGTEIHEASAILVHLSRGGAEVQIFAPDVPQMHVIDHTKGQPSEGESRNVLTESARIARGKITDLANLSAANHDAAIFPGGFGAAKNLSTFAVDGKDCKVNKEVERVLKEFHQAGKPIGLCCIAPVLAAKVLRGVEVTVGHEQEEGGKWPYAGTAEAIKALGAKHCVKEVVEAHVDQKNKVVTTPAFMCETALHYIHDGIGAMVRKVLELTGK. Result: 1 (interaction). The miRNA is hsa-miR-942-5p with sequence UCUUCUCUGUUUUGGCCAUGUG. (2) The miRNA is rno-miR-193a-3p with sequence AACUGGCCUACAAAGUCCCAGU. The protein sequence of the target gene is MASRWLALLWAPVFLCVALILETASGTGDPSTKAHGHIQFSAGSVNQTAMADCRAVCGLNTSDRCDFVRRNPDCRSEAGYLDYLEGIFCYFPPNLLPLAITLYVFWLLYLFLILGVTAAKFFCPNLSAISTNLKLSHNVAGVTFLAFGNGAPDIFSALVAFSDPRTAGLAIGALFGAGVLVTTVVAGGITILHPFMAASRPFLRDIAFYMVAVFLTFTALYLGRITLTWALGYLGLYVFYVVTVIICTWVYQRQRSRSLVHSISETPELLSESEEDQMSSNTNSYDYGDEYRPLLLGRET.... Result: 0 (no interaction). (3) The miRNA is mmu-miR-128-3p with sequence UCACAGUGAACCGGUCUCUUU. The protein sequence of the target gene is MAENGQNCDQRRVAMNKEQYNGNFTDPSSVNEKKRRDREERQNIVLWRQPLITLQYFSLETLVILKEWTSKLWHRQSIVVSFLLLLAVLTATYYVEGAHQQYVQRIEKQFLLYAYWIGLGILSSVGLGTGLHTFLLYLGPHIASVTLAAYECNSVNFPEPPYPDQIICPDEEGTEGTISLWSIISKVRIEACMWGIGTAIGELPPYFMARAARLSGAEPDDEEYQEFEEMLEHAETAQDFASRAKLAVQNLVQKVGFFGILACASIPNPLFDLAGITCGHFLVPFWTFFGATLIGKAIIK.... Result: 0 (no interaction).